The task is: Predict the product of the given reaction.. This data is from Forward reaction prediction with 1.9M reactions from USPTO patents (1976-2016). (1) Given the reactants C([O:5][C:6](=[O:19])[C:7]1[CH:12]=[C:11]([CH3:13])[N:10]=[C:9]([NH:14][CH2:15][CH2:16][CH:17]=[CH2:18])[CH:8]=1)(C)(C)C, predict the reaction product. The product is: [CH2:15]([NH:14][C:9]1[CH:8]=[C:7]([CH:12]=[C:11]([CH3:13])[N:10]=1)[C:6]([OH:19])=[O:5])[CH2:16][CH:17]=[CH2:18]. (2) The product is: [F:26][C:19]1[CH:20]=[C:21]([F:25])[C:22]([F:24])=[CH:23][C:18]=1[C:15]1[CH:16]=[CH:17][C:12]([O:11][CH2:10][C:6]2[CH:5]=[C:4]([CH:9]=[CH:8][CH:7]=2)[C:3]([OH:27])=[O:2])=[CH:13][CH:14]=1. Given the reactants C[O:2][C:3](=[O:27])[C:4]1[CH:9]=[CH:8][CH:7]=[C:6]([CH2:10][O:11][C:12]2[CH:17]=[CH:16][C:15]([C:18]3[CH:23]=[C:22]([F:24])[C:21]([F:25])=[CH:20][C:19]=3[F:26])=[CH:14][CH:13]=2)[CH:5]=1.C1COCC1.O.[OH-].[Li+].Cl, predict the reaction product. (3) Given the reactants [C:1]([C:3]1[CH:8]=[CH:7][C:6]([C:9]2[N:14]3[N:15]=[C:16]([C:18]4([C:21]([OH:23])=O)[CH2:20][CH2:19]4)[N:17]=[C:13]3[C:12]([O:24][CH3:25])=[CH:11][CH:10]=2)=[CH:5][CH:4]=1)#[N:2].C(Cl)(=O)C(Cl)=O.C[N:33](C=O)C, predict the reaction product. The product is: [C:1]([C:3]1[CH:4]=[CH:5][C:6]([C:9]2[N:14]3[N:15]=[C:16]([C:18]4([C:21]([NH2:33])=[O:23])[CH2:20][CH2:19]4)[N:17]=[C:13]3[C:12]([O:24][CH3:25])=[CH:11][CH:10]=2)=[CH:7][CH:8]=1)#[N:2]. (4) Given the reactants [Cl:1][C:2]1[CH:7]=[CH:6][CH:5]=[C:4]([N:8]=[C:9]=[S:10])[CH:3]=1.[NH3:11], predict the reaction product. The product is: [Cl:1][C:2]1[CH:3]=[C:4]([NH:8][C:9]([NH2:11])=[S:10])[CH:5]=[CH:6][CH:7]=1. (5) The product is: [C:17]1([S:23]([N:12]2[CH2:11][CH2:10][N:9]([C:4]3[C:3]([C:2]([F:1])([F:15])[F:16])=[CH:8][CH:7]=[CH:6][N:5]=3)[CH2:14][CH2:13]2)(=[O:25])=[O:24])[CH:22]=[CH:21][CH:20]=[CH:19][CH:18]=1. Given the reactants [F:1][C:2]([F:16])([F:15])[C:3]1[C:4]([N:9]2[CH2:14][CH2:13][NH:12][CH2:11][CH2:10]2)=[N:5][CH:6]=[CH:7][CH:8]=1.[C:17]1([S:23](Cl)(=[O:25])=[O:24])[CH:22]=[CH:21][CH:20]=[CH:19][CH:18]=1, predict the reaction product. (6) Given the reactants Br[C:2]1[CH:3]=[C:4]([N:8]([CH3:17])[C:9]([NH:11][CH2:12][CH2:13][CH2:14][CH2:15][CH3:16])=[O:10])[CH:5]=[CH:6][CH:7]=1.C[Li].C([Li])(C)(C)C.[B:25](OC)([O:28]C)[O:26]C, predict the reaction product. The product is: [CH3:17][N:8]([C:4]1[CH:3]=[C:2]([B:25]([OH:28])[OH:26])[CH:7]=[CH:6][CH:5]=1)[C:9]([NH:11][CH2:12][CH2:13][CH2:14][CH2:15][CH3:16])=[O:10]. (7) Given the reactants [CH3:1][O:2][C:3]1[C:12]2[C:7](=[CH:8][CH:9]=[C:10]([C:13]([O:15]CC)=[O:14])[CH:11]=2)[N:6]=[C:5]([CH2:18][CH2:19][CH3:20])[CH:4]=1.[OH-].[K+].Cl, predict the reaction product. The product is: [CH3:1][O:2][C:3]1[C:12]2[C:7](=[CH:8][CH:9]=[C:10]([C:13]([OH:15])=[O:14])[CH:11]=2)[N:6]=[C:5]([CH2:18][CH2:19][CH3:20])[CH:4]=1.